Binary Classification. Given a miRNA mature sequence and a target amino acid sequence, predict their likelihood of interaction. From a dataset of Experimentally validated miRNA-target interactions with 360,000+ pairs, plus equal number of negative samples. (1) The miRNA is hsa-miR-3924 with sequence AUAUGUAUAUGUGACUGCUACU. The protein sequence of the target gene is METPKETAVESSGPKVLETAEEIQHRRAEVLNQYQRFKDRVAERGQKLEESYHYQVFRRDADDLEKWIMEKLEIAKDKTYEPTNIQGKYQKHESFVSEVQAKSRVLPELEEIREARFAEDHFAHEATKTHLKQLRLLWDLLLELTQEKSDVLLRALKFYQYSQECEDILEWVKEKEAIVTLVELGDDWERTEVLHKKFEEFQEELTARKGKVDRVNQYANECAQEKHPKLPEIKAKQDEVNAAWDRLWSLALKRRESLSNAADLQRFKRDVNEAIQWMEEKEPQLTSEDYGKDLVSSEAL.... Result: 0 (no interaction). (2) The miRNA is hsa-miR-520g-3p with sequence ACAAAGUGCUUCCCUUUAGAGUGU. Result: 0 (no interaction). The protein sequence of the target gene is MVARLTAFLVCLVFSLATLVQRGYGDTDGFNLEDALKETSSVKQRWDHFSTTTRRPVTTRAPANPAERWDHVATTTTRRPGTTRAPSNPMELDGFDLEDALDDRNDLDGPKKPSAGEAGGWSDKDLEDIVEGGGYKPDKNKGGGGYGSNDDPGSGISTETGTIAGVASALAMALIGAVSSYISYQQKKFCFSIQQGLNADYVKGENLEAVVCEEPQVTYSKQETQSAEPPPPEPPRI. (3) The miRNA is hsa-miR-6813-5p with sequence CAGGGGCUGGGGUUUCAGGUUCU. The protein sequence of the target gene is MRPGGFLGAGQRLSRAMSRCVLEPRPPGKRWMVAGLGNPGLPGTRHSVGMAVLGQLARRLGVAESWTRDRHCAADLALAPLGDAQLVLLRPRRLMNANGRSVARAAELFGLTAEEVYLVHDELDKPLGRLALKLGGSARGHNGVRSCISCLNSNAMPRLRVGIGRPAHPEAVQAHVLGCFSPAEQELLPLLLDRATDLILDHIRERSQGPSLGP. Result: 0 (no interaction). (4) The miRNA is hsa-miR-219b-3p with sequence AGAAUUGCGUUUGGACAAUCAGU. The protein sequence of the target gene is MASRGGGRGRGRGQLTFNMEAVGIGKGDALPPPTLQPSPLFPPLEFHPVPLPAGEEGEYVLALKQELRGAMRQLPYFIRPAVPKRDVERYSDKYQMSGPIDNAIDWNPDWRRLPSELKIRVRKVQKERTTIILPKRPPKSTDDKEETIQKLETLEKKEEEVTSEEDEEKEEEEEKEEGEEEEYDEEEHEEETDYIMSYFDNGEDFGGDSDDNMDEAIY. Result: 0 (no interaction). (5) The miRNA is hsa-miR-7844-5p with sequence AAAACUAGGACUGUGUGGUGUA. The protein sequence of the target gene is MRVKPQGLVVTSSAVCSSPDYLREPKYYPGGPPTPRPLLPTRPPASPPDKAFSTHAFSENPRPPPRRDPSTRRPPVLAKGDDPLPPRAARPVSQARCPTPVGDGSSSRRCWDNGRVNLRPVVQLIDIMKDLTRLSQDLQHSGVHLDCGGLRLSRPPAPPPGDLQYSFFSSPSLANSIRSPEERATPHAKSERPSHPLYEPEPEPRDSPQPGQGHSPGATAAATGLPPEPEPDSTDYSELADADILSELASLTCPEAQLLEAQALEPPSPEPEPQLLDPQPRFLDPQALEPLGEALELPPL.... Result: 0 (no interaction). (6) The miRNA is hsa-miR-1236-3p with sequence CCUCUUCCCCUUGUCUCUCCAG. The protein sequence of the target gene is MCVRSCFQSPRLQWVWRTAFLKHTQRRHQGSHRWTHLGGSTYRAVIFDMGGVLIPSPGRVAAEWEVQNRIPSGTILKALMEGGENGPWMRFMRAEITAEGFLREFGRLCSEMLKTSVPVDSFFSLLTSERVAKQFPVMTEAITQIRAKGLQTAVLSNNFYLPNQKSFLPLDRKQFDVIVESCMEGICKPDPRIYKLCLEQLGLQPSESIFLDDLGTNLKEAARLGIHTIKVNDPETAVKELEALLGFTLRVGVPNTRPVKKTMEIPKDSLQKYLKDLLGIQTTGPLELLQFDHGQSNPTY.... Result: 0 (no interaction). (7) The miRNA is hsa-miR-769-5p with sequence UGAGACCUCUGGGUUCUGAGCU. The protein sequence of the target gene is MLFEQGQQALELPECTMQKAAYYENPGLFGGYGYSKTTDTYGYSTPHQPYPPPAAASSLDTDYPGSACSIQSSAPLRAPAHKGAELNGSCMRPGTGNSQGGGGGSQPPGLNSEQQPPQPPPPPPTLPPSSPTNPGGGVPAKKPKGGPNASSSSATISKQIFPWMKESRQNSKQKNSCATAGESCEDKSPPGPASKRVRTAYTSAQLVELEKEFHFNRYLCRPRRVEMANLLNLTERQIKIWFQNRRMKYKKDQKAKGILHSPASQSPERSPPLGGAAGHVAYSGQLPPVPGLAYDAPSPP.... Result: 1 (interaction).